Dataset: Catalyst prediction with 721,799 reactions and 888 catalyst types from USPTO. Task: Predict which catalyst facilitates the given reaction. (1) Reactant: [F:1][C:2]1[CH:18]=[CH:17][C:5]([C:6]([NH:8]/[C:9](=[N:15]\[OH:16])/[C:10]([O:12][CH2:13][CH3:14])=[O:11])=O)=[CH:4][CH:3]=1. Product: [F:1][C:2]1[CH:18]=[CH:17][C:5]([C:6]2[O:16][N:15]=[C:9]([C:10]([O:12][CH2:13][CH3:14])=[O:11])[N:8]=2)=[CH:4][CH:3]=1. The catalyst class is: 3. (2) Reactant: [CH2:1]([CH:3]([C:6]1[C:7]2[N:8]([CH:13]=[C:14]([CH3:16])[N:15]=2)[N:9]=[C:10]([CH3:12])[CH:11]=1)[CH2:4][CH3:5])[CH3:2].Br[C:18]1[S:22][C:21]([C:23]2[CH:24]=[N:25][CH:26]=[CH:27][CH:28]=2)=[CH:20][C:19]=1[Cl:29].C([O-])([O-])=O.[Cs+].[Cs+].C1C=CC(P(C2C=CC=CC=2)C2C=CC=CC=2)=CC=1. Product: [Cl:29][C:19]1[CH:20]=[C:21]([C:23]2[CH:24]=[N:25][CH:26]=[CH:27][CH:28]=2)[S:22][C:18]=1[C:13]1[N:8]2[N:9]=[C:10]([CH3:12])[CH:11]=[C:6]([CH:3]([CH2:4][CH3:5])[CH2:1][CH3:2])[C:7]2=[N:15][C:14]=1[CH3:16]. The catalyst class is: 110. (3) Reactant: C(OC(=O)[NH:7][C@@H:8]1[CH2:14][C:13]([F:16])([F:15])[CH2:12][CH2:11][N:10]([CH2:17][C:18]2[CH:23]=[CH:22][C:21]([O:24][CH3:25])=[CH:20][C:19]=2[O:26][CH3:27])[C:9]1=[O:28])(C)(C)C.Cl.O1CCOCC1.CCN(C(C)C)C(C)C.[Cl:46][C:47]1[S:51][C:50]([S:52](Cl)(=[O:54])=[O:53])=[CH:49][CH:48]=1. Product: [CH3:27][O:26][C:19]1[CH:20]=[C:21]([O:24][CH3:25])[CH:22]=[CH:23][C:18]=1[CH2:17][N:10]1[CH2:11][CH2:12][C:13]([F:15])([F:16])[CH2:14][C@@H:8]([NH:7][S:52]([C:50]2[S:51][C:47]([Cl:46])=[CH:48][CH:49]=2)(=[O:54])=[O:53])[C:9]1=[O:28]. The catalyst class is: 4.